The task is: Predict which catalyst facilitates the given reaction.. This data is from Catalyst prediction with 721,799 reactions and 888 catalyst types from USPTO. Reactant: OO.[O:3]=[C:4]1[NH:13][C:12]2[C:7](=[CH:8][CH:9]=[C:10]([CH2:14][C:15]([OH:17])=[O:16])[CH:11]=2)[NH:6][CH2:5]1.[OH-].[Na+]. Product: [O:3]=[C:4]1[NH:13][C:12]2[C:7](=[CH:8][CH:9]=[C:10]([CH2:14][C:15]([OH:17])=[O:16])[CH:11]=2)[N:6]=[CH:5]1. The catalyst class is: 15.